Dataset: Peptide-MHC class I binding affinity with 185,985 pairs from IEDB/IMGT. Task: Regression. Given a peptide amino acid sequence and an MHC pseudo amino acid sequence, predict their binding affinity value. This is MHC class I binding data. (1) The peptide sequence is KCLNIMLGK. The MHC is HLA-A31:01 with pseudo-sequence HLA-A31:01. The binding affinity (normalized) is 0.514. (2) The peptide sequence is RPNRQLGSM. The MHC is HLA-B18:01 with pseudo-sequence HLA-B18:01. The binding affinity (normalized) is 0.0847. (3) The MHC is HLA-B44:02 with pseudo-sequence HLA-B44:02. The binding affinity (normalized) is 0.0847. The peptide sequence is FGKWRPVQL. (4) The peptide sequence is FVRELLTEV. The MHC is HLA-A31:01 with pseudo-sequence HLA-A31:01. The binding affinity (normalized) is 0.0847. (5) The peptide sequence is APPHGGIAF. The MHC is HLA-B07:02 with pseudo-sequence HLA-B07:02. The binding affinity (normalized) is 0.607. (6) The peptide sequence is CMINDTHFLL. The MHC is Mamu-B17 with pseudo-sequence Mamu-B17. The binding affinity (normalized) is 0.286.